From a dataset of Full USPTO retrosynthesis dataset with 1.9M reactions from patents (1976-2016). Predict the reactants needed to synthesize the given product. (1) Given the product [Cl:1][C:2]1[CH:3]=[C:4]([C:5]2[O:7][N:54]=[C:38]([C:39]3[CH:44]=[CH:43][N:42]=[C:41]4[N:45]([CH2:48][CH2:49][CH2:50][C:51]([O:53][CH2:15][CH3:20])=[O:52])[CH:46]=[CH:47][C:40]=34)[N:37]=2)[CH:8]=[CH:9][C:10]=1[O:11][CH:12]([CH3:14])[CH3:13], predict the reactants needed to synthesize it. The reactants are: [Cl:1][C:2]1[CH:3]=[C:4]([CH:8]=[CH:9][C:10]=1[O:11][CH:12]([CH3:14])[CH3:13])[C:5]([OH:7])=O.[CH:15]1C=CC2N(O)N=NC=2[CH:20]=1.CCN=C=NCCCN(C)C.O[NH:37]/[C:38](=[N:54]\[H])/[C:39]1[CH:44]=[CH:43][N:42]=[C:41]2[N:45]([CH2:48][CH2:49][CH2:50][C:51]([O-:53])=[O:52])[CH:46]=[CH:47][C:40]=12.CCCC[N+](CCCC)(CCCC)CCCC.[F-]. (2) Given the product [CH3:1][N:7]1[C:15]2[C:10](=[CH:11][CH:12]=[CH:13][CH:14]=2)[CH:9]=[CH:8]1, predict the reactants needed to synthesize it. The reactants are: [CH3:1]C(C)([O-])C.[K+].[NH:7]1[C:15]2[C:10](=[CH:11][CH:12]=[CH:13][CH:14]=2)[CH:9]=[CH:8]1.C(OC)(=O)C(OC)=O. (3) Given the product [NH2:14][CH:15]([C:27]1[C:26]([Cl:31])=[CH:25][C:24]([Br:23])=[CH:29][N:28]=1)[C:16]([O:18][CH2:19][CH3:20])=[O:17], predict the reactants needed to synthesize it. The reactants are: C1(C(=[N:14][CH2:15][C:16]([O:18][CH2:19][CH3:20])=[O:17])C2C=CC=CC=2)C=CC=CC=1.[H-].[Na+].[Br:23][C:24]1[CH:25]=[C:26]([Cl:31])[C:27](Cl)=[N:28][CH:29]=1. (4) Given the product [CH:12]1([N:11]([CH3:10])[C:2]2[C:7]([CH3:8])=[C:6]([I:9])[CH:5]=[CH:4][N:3]=2)[CH2:17][CH2:16][CH2:15][CH2:14][CH2:13]1, predict the reactants needed to synthesize it. The reactants are: F[C:2]1[C:7]([CH3:8])=[C:6]([I:9])[CH:5]=[CH:4][N:3]=1.[CH3:10][NH:11][CH:12]1[CH2:17][CH2:16][CH2:15][CH2:14][CH2:13]1. (5) Given the product [CH2:13]([O:20][C:6]1[CH:5]=[C:4]([CH2:9][C:10]([OH:12])=[O:11])[CH:3]=[C:2]([Cl:1])[CH:7]=1)[C:14]1[CH:19]=[CH:18][CH:17]=[CH:16][CH:15]=1, predict the reactants needed to synthesize it. The reactants are: [Cl:1][C:2]1[CH:3]=[C:4]([CH2:9][C:10]([OH:12])=[O:11])[CH:5]=[C:6](F)[CH:7]=1.[CH2:13]([OH:20])[C:14]1[CH:19]=[CH:18][CH:17]=[CH:16][CH:15]=1. (6) Given the product [OH:5][CH2:4][CH2:3][O:6][C:8]1[N:13]=[C:12]([C:14]2[CH:15]=[CH:16][N:17]=[CH:18][CH:19]=2)[N:11]=[C:10]([NH:20][S:21]([CH2:24][CH2:25][C:26]2[CH:31]=[CH:30][CH:29]=[CH:28][CH:27]=2)(=[O:22])=[O:23])[C:9]=1[O:32][C:33]1[CH:38]=[CH:37][CH:36]=[CH:35][C:34]=1[O:39][CH3:40], predict the reactants needed to synthesize it. The reactants are: [H-].[Na+].[CH2:3]([OH:6])[CH2:4][OH:5].Cl[C:8]1[N:13]=[C:12]([C:14]2[CH:19]=[CH:18][N:17]=[CH:16][CH:15]=2)[N:11]=[C:10]([NH:20][S:21]([CH2:24][CH2:25][C:26]2[CH:31]=[CH:30][CH:29]=[CH:28][CH:27]=2)(=[O:23])=[O:22])[C:9]=1[O:32][C:33]1[CH:38]=[CH:37][CH:36]=[CH:35][C:34]=1[O:39][CH3:40]. (7) Given the product [CH:45]1([C@H:2]([NH:1][C:55]([C@@H:54]2[CH2:58][CH2:59][CH2:60][N:53]2[CH2:51][CH3:52])=[O:56])[C:3]([NH:5][C@@H:6]([C:41]([CH3:42])([CH3:44])[CH3:43])[C:7]([N:9]2[C@H:20]([C:21]([NH:23][C@:24]3([C:29](=[O:40])[NH:30][S:31]([C:34]4([CH2:37][CH2:38][CH3:39])[CH2:36][CH2:35]4)(=[O:32])=[O:33])[CH2:26][C@H:25]3[CH2:27][CH3:28])=[O:22])[CH2:19][C@:11]3([C:16]([CH3:18])([CH3:17])[C:12]43[CH2:13][CH2:14][CH2:15]4)[CH2:10]2)=[O:8])=[O:4])[CH2:50][CH2:49][CH2:48][CH2:47][CH2:46]1, predict the reactants needed to synthesize it. The reactants are: [NH2:1][C@@H:2]([CH:45]1[CH2:50][CH2:49][CH2:48][CH2:47][CH2:46]1)[C:3]([NH:5][C@@H:6]([C:41]([CH3:44])([CH3:43])[CH3:42])[C:7]([N:9]1[C@H:20]([C:21]([NH:23][C@:24]2([C:29](=[O:40])[NH:30][S:31]([C:34]3([CH2:37][CH2:38][CH3:39])[CH2:36][CH2:35]3)(=[O:33])=[O:32])[CH2:26][C@H:25]2[CH:27]=[CH2:28])=[O:22])[CH2:19][C@:11]2([C:16]([CH3:18])([CH3:17])[C:12]32[CH2:15][CH2:14][CH2:13]3)[CH2:10]1)=[O:8])=[O:4].[CH2:51]([N:53]1[CH2:60][CH2:59][CH2:58][C@H:54]1[C:55](O)=[O:56])[CH3:52].CN(C(ON1N=NC2C=CC=NC1=2)=[N+](C)C)C.F[P-](F)(F)(F)(F)F.CCN(C(C)C)C(C)C. (8) The reactants are: Br[C:2]1[C:7](=[O:8])[N:6]2[CH:9]=[CH:10][CH:11]=[CH:12][C:5]2=[N:4][C:3]=1[N:13]1[CH2:17][CH2:16][CH2:15][CH2:14]1.BrC1C(=O)N2C=CC=CC2=NC=1CCCC.[Cl:34][C:35]1[CH:40]=[CH:39][C:38](B(O)O)=[CH:37][CH:36]=1.COC1C=CC(B(O)O)=CC=1. Given the product [Cl:34][C:35]1[CH:40]=[CH:39][C:38]([C:2]2[C:7](=[O:8])[N:6]3[CH:9]=[CH:10][CH:11]=[CH:12][C:5]3=[N:4][C:3]=2[N:13]2[CH2:17][CH2:16][CH2:15][CH2:14]2)=[CH:37][CH:36]=1, predict the reactants needed to synthesize it. (9) Given the product [C:1]([N:4]1[C:13]2[C:8](=[CH:9][C:10]([NH:14][C:27](=[O:28])[C:26]3[CH:30]=[C:31]([O:34][CH3:35])[CH:32]=[CH:33][C:25]=3[Br:24])=[CH:11][CH:12]=2)[C:7]([C:16]2[CH:21]=[CH:20][CH:19]=[CH:18][CH:17]=2)([CH3:15])[CH2:6][C:5]1([CH3:23])[CH3:22])(=[O:3])[CH3:2], predict the reactants needed to synthesize it. The reactants are: [C:1]([N:4]1[C:13]2[C:8](=[CH:9][C:10]([NH2:14])=[CH:11][CH:12]=2)[C:7]([C:16]2[CH:21]=[CH:20][CH:19]=[CH:18][CH:17]=2)([CH3:15])[CH2:6][C:5]1([CH3:23])[CH3:22])(=[O:3])[CH3:2].[Br:24][C:25]1[CH:33]=[CH:32][C:31]([O:34][CH3:35])=[CH:30][C:26]=1[C:27](O)=[O:28].CN(C(ON1N=NC2C=CC=NC1=2)=[N+](C)C)C.F[P-](F)(F)(F)(F)F.C(N(CC)C(C)C)(C)C.